This data is from Experimentally validated miRNA-target interactions with 360,000+ pairs, plus equal number of negative samples. The task is: Binary Classification. Given a miRNA mature sequence and a target amino acid sequence, predict their likelihood of interaction. (1) The miRNA is hsa-miR-8061 with sequence CUUAGAUUAGAGGAUAUUGUU. The protein sequence of the target gene is MGRKKIQITRIMDERNRQVTFTKRKFGLMKKAYELSVLCDCEIALIIFNSTNKLFQYASTDMDKVLLKYTEYNEPHESRTNSDIVETLRKKGLNGCDSPDPDADDSVGHSPESEDKYRKINEDIDLMISRQRLCAVPPPNFEMPVSIPVSSHNSLVYSNPVSSLGNPNLLPLAHPSLQRNSMSPGVTHRPPSAGNTGGLMGGDLTSGAGTSAGNGYGNPRNSPGLLVSPGNLNKNMQAKSPPPMNLGMNNRKPDLRVLIPPGSKNTMPSVSEDVDLLLNQRINNSQSAQSLATPVVSVAT.... Result: 0 (no interaction). (2) The miRNA is hsa-miR-4539 with sequence GCUGAACUGGGCUGAGCUGGGC. The protein sequence of the target gene is MSFEGGHGGSRCRGAESGDAEPPPQPPPPPPPTPPPGEPAPVPAAPRYLPPLPASPETPERAAGPSEPLGEVAPRCRGADELPPPPLPLQPAGQEVAAAGDSGEGPRRLPEAAAAKGGPGESEAGAGGERERRGAGDQPETRSVCSSRSSSSGGGDQRAGHQHQHHQPICKICFQGAEQGELLNPCRCDGSVRYTHQLCLLKWISERGSWTCELCCYRYHVIAIKMKQPCQWQSISITLVEKVQMIAVILGSLFLIASVTWLLWSAFSPYAVWQRKDILFQICYGMYGFMDLVCIGLIVH.... Result: 0 (no interaction).